From a dataset of Forward reaction prediction with 1.9M reactions from USPTO patents (1976-2016). Predict the product of the given reaction. (1) Given the reactants C(OC([NH:8][C@@H:9]([C@@H:17]([C:21]1[O:25][N:24]=[C:23]([C:26]2[CH:31]=[CH:30][C:29]([Cl:32])=[CH:28][C:27]=2[Cl:33])[N:22]=1)[CH2:18][CH2:19][CH3:20])[C:10]([N:12]1[CH2:16][CH2:15][CH2:14][CH2:13]1)=[O:11])=O)(C)(C)C.[F:34][C:35]([F:40])([F:39])[C:36]([OH:38])=[O:37], predict the reaction product. The product is: [F:34][C:35]([F:40])([F:39])[C:36]([OH:38])=[O:37].[NH2:8][C@@H:9]([C@@H:17]([C:21]1[O:25][N:24]=[C:23]([C:26]2[CH:31]=[CH:30][C:29]([Cl:32])=[CH:28][C:27]=2[Cl:33])[N:22]=1)[CH2:18][CH2:19][CH3:20])[C:10]([N:12]1[CH2:13][CH2:14][CH2:15][CH2:16]1)=[O:11]. (2) The product is: [CH3:6][N:7]1[C:11]([B:22]2[O:26][C:25]([CH3:28])([CH3:27])[C:24]([CH3:30])([CH3:29])[O:23]2)=[C:10]([CH3:12])[CH:9]=[N:8]1. Given the reactants C1COCC1.[CH3:6][N:7]1[CH:11]=[C:10]([CH3:12])[CH:9]=[N:8]1.[Li]CCCC.C(O[B:22]1[O:26][C:25]([CH3:28])([CH3:27])[C:24]([CH3:30])([CH3:29])[O:23]1)(C)C, predict the reaction product.